Dataset: Reaction yield outcomes from USPTO patents with 853,638 reactions. Task: Predict the reaction yield, written as a fraction of the theoretical maximum amount of product (1.0 means a 100% yield; for example, 0.34 means a 34% yield). (1) The reactants are [CH3:1][C:2]1[C:16]([NH:17][C:18](=[O:20])[CH3:19])=[CH:15][C:5]2[CH2:6][CH2:7][CH2:8][C:9]3([CH2:14][C:4]=2[CH:3]=1)[O:13][CH2:12][CH2:11][O:10]3.CC([O-])=O.[K+].CC(O)=O.C(OC(=O)C)(=O)C.C1OCCOCCOCCOCCOCCOC1.C(O[N:61]=O)CC(C)C.C([O-])(O)=O.[Na+]. The catalyst is FC1C=CC(N2C3C(=CC=C(CCCC(O)=O)C=3)C=N2)=CC=1.C(Cl)(Cl)Cl. The product is [O:10]1[CH2:11][CH2:12][O:13][C:9]21[CH2:14][C:4]1[CH:3]=[C:2]3[C:16](=[CH:15][C:5]=1[CH2:6][CH2:7][CH2:8]2)[N:17]([C:18](=[O:20])[CH3:19])[N:61]=[CH:1]3. The yield is 0.480. (2) The reactants are [O:1]=[C:2]([C:9]1[O:10][C:11]([C:14]2[CH:19]=[CH:18][CH:17]=[CH:16][N:15]=2)=[CH:12][N:13]=1)[CH2:3][CH2:4][CH2:5][CH2:6][C:7]#[CH:8].I[C:21]1[CH:26]=[CH:25][CH:24]=[CH:23][N:22]=1. No catalyst specified. The product is [O:1]=[C:2]([C:9]1[O:10][C:11]([C:14]2[CH:19]=[CH:18][CH:17]=[CH:16][N:15]=2)=[CH:12][N:13]=1)[CH2:3][CH2:4][CH2:5][CH2:6][C:7]#[C:8][C:21]1[CH:26]=[CH:25][CH:24]=[CH:23][N:22]=1. The yield is 0.540.